Dataset: Reaction yield outcomes from USPTO patents with 853,638 reactions. Task: Predict the reaction yield, written as a fraction of the theoretical maximum amount of product (1.0 means a 100% yield; for example, 0.34 means a 34% yield). (1) The reactants are O[CH2:2][C:3]1[CH:4]=[C:5]([CH:13]=[C:14]([O:16][S:17]([CH3:20])(=[O:19])=[O:18])[CH:15]=1)[C:6]([O:8][C:9]([CH3:12])([CH3:11])[CH3:10])=[O:7].C1(P(C2C=CC=CC=2)C2C=CC=CC=2)C=CC=CC=1.C(Br)(Br)(Br)[Br:41]. The catalyst is C(Cl)Cl. The product is [Br:41][CH2:2][C:3]1[CH:4]=[C:5]([CH:13]=[C:14]([O:16][S:17]([CH3:20])(=[O:19])=[O:18])[CH:15]=1)[C:6]([O:8][C:9]([CH3:12])([CH3:11])[CH3:10])=[O:7]. The yield is 0.610. (2) The reactants are [Cl:1][C:2]1[N:7]=[CH:6][C:5]([C:8](=[O:10])[CH3:9])=[CH:4][CH:3]=1.[CH3:11][Li]. The catalyst is C1COCC1. The product is [Cl:1][C:2]1[N:7]=[CH:6][C:5]([C:8]([OH:10])([CH3:11])[CH3:9])=[CH:4][CH:3]=1. The yield is 0.446. (3) The reactants are [Si:1]([C:8]1[C:9]([CH:21]=O)=[CH:10][C:11]2[C:16]([CH:17]=1)=[CH:15][C:14]([N:18]([CH3:20])[CH3:19])=[CH:13][CH:12]=2)([C:4]([CH3:7])([CH3:6])[CH3:5])([CH3:3])[CH3:2].[C:23](#[N:27])[CH2:24][C:25]#[N:26].N1CCCCC1. The catalyst is CCO. The product is [CH3:19][N:18]([CH3:20])[C:14]1[CH:15]=[C:16]2[C:11](=[CH:12][CH:13]=1)[CH:10]=[C:9]([CH:21]=[C:24]([C:23]#[N:27])[C:25]#[N:26])[C:8]([Si:1]([C:4]([CH3:7])([CH3:6])[CH3:5])([CH3:3])[CH3:2])=[CH:17]2. The yield is 0.700. (4) The reactants are [F:1][C:2]1[CH:3]=[CH:4][C:5]([NH:8][NH2:9])=[N:6][CH:7]=1.C(N(CC)CC)C.[CH:17]([N:20]([CH:24]([CH3:26])[CH3:25])[C:21](Cl)=[O:22])([CH3:19])[CH3:18].O. The product is [F:1][C:2]1[CH:3]=[CH:4][C:5]([NH:8][NH:9][C:21]([N:20]([CH:24]([CH3:26])[CH3:25])[CH:17]([CH3:19])[CH3:18])=[O:22])=[N:6][CH:7]=1. The catalyst is C(Cl)Cl. The yield is 0.500. (5) The reactants are [O:1]1[C:5]2=[N:6][CH:7]=[CH:8][CH:9]=[C:4]2[CH2:3][C:2]21[CH:14]1[CH2:15][CH2:16][N:11]([CH2:12][CH2:13]1)[CH2:10]2.[N+:17]([O-])([OH:19])=[O:18].C(=O)([O-])[O-].[Na+].[Na+]. The catalyst is S(=O)(=O)(O)O. The product is [N+:17]([C:8]1[CH:9]=[C:4]2[CH2:3][C:2]3([CH:14]4[CH2:13][CH2:12][N:11]([CH2:16][CH2:15]4)[CH2:10]3)[O:1][C:5]2=[N:6][CH:7]=1)([O-:19])=[O:18]. The yield is 0.510.